Dataset: Catalyst prediction with 721,799 reactions and 888 catalyst types from USPTO. Task: Predict which catalyst facilitates the given reaction. (1) Reactant: [OH:1][C@@H:2]1[C@H:6]([OH:7])[C@@H:5]([CH2:8][OH:9])[O:4][C@H:3]1[N:10]1[CH:18]=[N:17][C:16]2[C:11]1=[N:12][C:13]([N:20]1[CH:24]=[C:23]([C:25]([NH2:27])=[O:26])[CH:22]=[N:21]1)=[N:14][C:15]=2[NH2:19].CN(C(ON1N=NC2[CH:39]=[CH:40][CH:41]=[CH:42][C:37]1=2)=[N+](C)C)C.F[P-](F)(F)(F)(F)F.C1C=CC2N(O)N=NC=2C=1.CN1CCOCC1. The catalyst class is: 154. Product: [OH:1][C@@H:2]1[C@H:6]([OH:7])[C@@H:5]([CH2:8][OH:9])[O:4][C@H:3]1[N:10]1[CH:18]=[N:17][C:16]2[C:11]1=[N:12][C:13]([N:20]1[CH:24]=[C:23]([C:25]([NH:27][CH:39]3[CH2:40][CH2:41][CH2:42][CH2:37]3)=[O:26])[CH:22]=[N:21]1)=[N:14][C:15]=2[NH2:19]. (2) Reactant: [CH2:1]([N:8]1[C:16]2[C:11](=[CH:12][CH:13]=[CH:14][CH:15]=2)[C:10]([C:17]([O:19]C)=[O:18])=[C:9]1[CH3:21])[C:2]1[CH:7]=[CH:6][CH:5]=[CH:4][CH:3]=1.[OH-].[Na+]. Product: [CH2:1]([N:8]1[C:16]2[C:11](=[CH:12][CH:13]=[CH:14][CH:15]=2)[C:10]([C:17]([OH:19])=[O:18])=[C:9]1[CH3:21])[C:2]1[CH:3]=[CH:4][CH:5]=[CH:6][CH:7]=1. The catalyst class is: 193. (3) Reactant: [CH2:1]([O:8][C:9]1[CH:10]=[C:11]([CH:14]=[CH:15][CH:16]=1)[CH:12]=O)[C:2]1[CH:7]=[CH:6][CH:5]=[CH:4][CH:3]=1.[C:17](#[N:21])[CH2:18][C:19]#[N:20].C(O)C.[BH4-].[Na+]. Product: [CH2:1]([O:8][C:9]1[CH:10]=[C:11]([CH:14]=[CH:15][CH:16]=1)[CH2:12][CH:18]([C:17]#[N:21])[C:19]#[N:20])[C:2]1[CH:7]=[CH:6][CH:5]=[CH:4][CH:3]=1. The catalyst class is: 6. (4) Reactant: O[CH:2]=[C:3]1[C:11]2[C:6](=[CH:7][C:8]([C:12]([C:14]3[CH:15]=[C:16]([NH:20][C:21]([C:23]4[S:24][C:25]([C:28](=[O:30])[CH3:29])=[CH:26][CH:27]=4)=[O:22])[CH:17]=[CH:18][CH:19]=3)=[O:13])=[CH:9][CH:10]=2)[NH:5][C:4]1=[O:31].[NH2:32][C:33]1[CH:34]=[CH:35][C:36]([O:40][CH3:41])=[C:37]([OH:39])[CH:38]=1. Product: [OH:39][C:37]1[CH:38]=[C:33]([NH:32][CH:2]=[C:3]2[C:11]3[C:6](=[CH:7][C:8]([C:12]([C:14]4[CH:15]=[C:16]([NH:20][C:21]([C:23]5[S:24][C:25]([C:28](=[O:30])[CH3:29])=[CH:26][CH:27]=5)=[O:22])[CH:17]=[CH:18][CH:19]=4)=[O:13])=[CH:9][CH:10]=3)[NH:5][C:4]2=[O:31])[CH:34]=[CH:35][C:36]=1[O:40][CH3:41]. The catalyst class is: 1. (5) Reactant: [NH2:1][C:2]1[C:11]([Cl:12])=[CH:10][C:9]([C:13]([NH:15][NH2:16])=[O:14])=[C:8]2[C:3]=1[CH2:4][CH2:5][CH2:6][O:7]2.C(N(CC)CC)C.[CH:24]1([N:27]2[CH2:32][CH2:31][CH:30]([C:33](Cl)=[O:34])[CH2:29][CH2:28]2)[CH2:26][CH2:25]1. Product: [CH:24]1([N:27]2[CH2:28][CH2:29][CH:30]([C:33]([NH:16][NH:15][C:13]([C:9]3[CH:10]=[C:11]([Cl:12])[C:2]([NH2:1])=[C:3]4[C:8]=3[O:7][CH2:6][CH2:5][CH2:4]4)=[O:14])=[O:34])[CH2:31][CH2:32]2)[CH2:26][CH2:25]1. The catalyst class is: 46. (6) Reactant: [Cl:1][C:2]1[CH:7]=[CH:6][C:5]([C:8]2[N:13]=[CH:12][N:11]3[C:14](=[O:17])[NH:15][N:16]=[C:10]3[C:9]=2[C:18]2[CH:23]=[CH:22][CH:21]=[CH:20][CH:19]=2)=[CH:4][CH:3]=1.ClC1C=CC(C2N=CN=C(NNC(OC(Cl)(Cl)Cl)=O)C=2C2C=CC=CC=2)=CC=1.Br[CH2:53][C:54]1[CH:59]=[CH:58][C:57]([C:60]([F:63])([F:62])[F:61])=[CH:56][CH:55]=1.C([O-])([O-])=O.[K+].[K+]. Product: [F:61][C:60]([F:62])([F:63])[C:57]1[CH:58]=[CH:59][C:54]([CH2:53][N:15]2[C:14](=[O:17])[N:11]3[CH:12]=[N:13][C:8]([C:5]4[CH:4]=[CH:3][C:2]([Cl:1])=[CH:7][CH:6]=4)=[C:9]([C:18]4[CH:23]=[CH:22][CH:21]=[CH:20][CH:19]=4)[C:10]3=[N:16]2)=[CH:55][CH:56]=1. The catalyst class is: 21. (7) Reactant: [BH4-].[Na+].[C:3]1([S:9]([CH2:12][C:13]2[C:18]([C:19]([O:21][CH3:22])=[O:20])=[C:17]([OH:23])[C:16]([C:24]3[CH:28]=[CH:27][O:26][C:25]=3[CH:29]=[O:30])=[CH:15][CH:14]=2)(=[O:11])=[O:10])[CH:8]=[CH:7][CH:6]=[CH:5][CH:4]=1.[Cl-].[NH4+].C(OCC)(=O)C. Product: [C:3]1([S:9]([CH2:12][C:13]2[C:18]([C:19]([O:21][CH3:22])=[O:20])=[C:17]([OH:23])[C:16]([C:24]3[CH:28]=[CH:27][O:26][C:25]=3[CH2:29][OH:30])=[CH:15][CH:14]=2)(=[O:11])=[O:10])[CH:4]=[CH:5][CH:6]=[CH:7][CH:8]=1. The catalyst class is: 200.